From a dataset of Forward reaction prediction with 1.9M reactions from USPTO patents (1976-2016). Predict the product of the given reaction. (1) Given the reactants [Cl:1][C:2]1[CH:7]=[CH:6][C:5]([CH2:8][C:9]([OH:11])=[O:10])=[CH:4][C:3]=1F.[CH2:13]([OH:20])[C:14]1[CH:19]=[CH:18][CH:17]=[CH:16][CH:15]=1, predict the reaction product. The product is: [CH2:13]([O:20][C:3]1[CH:4]=[C:5]([CH2:8][C:9]([OH:11])=[O:10])[CH:6]=[CH:7][C:2]=1[Cl:1])[C:14]1[CH:19]=[CH:18][CH:17]=[CH:16][CH:15]=1. (2) Given the reactants [F:1][C:2]1[N:10]=[C:9]2[C:5]([N:6]=[C:7]([CH2:11][C:12]3[C:20]([I:21])=[CH:19][C:15]4[O:16][CH2:17][O:18][C:14]=4[CH:13]=3)[NH:8]2)=[C:4]([NH2:22])[N:3]=1.S([O:33][CH2:34][CH2:35][CH2:36][CH2:37][CH2:38][CH2:39][CH2:40]O)(C1C=CC(C)=CC=1)(=O)=O.C([O-])([O-])=O.[Cs+].[Cs+], predict the reaction product. The product is: [NH2:22][C:4]1[N:3]=[C:2]([F:1])[N:10]=[C:9]2[C:5]=1[N:6]=[C:7]([CH2:11][C:12]1[C:20]([I:21])=[CH:19][C:15]3[O:16][CH2:17][O:18][C:14]=3[CH:13]=1)[N:8]2[CH2:40][CH2:39][CH2:38][CH2:37][CH2:36][CH2:35][CH2:34][OH:33]. (3) Given the reactants CCN(C(C)C)C(C)C.Cl.Cl.C1(S([N:21]2[C:25]3[N:26]=[CH:27][N:28]=[C:29]([N:30]4[CH2:35][CH2:34][NH:33][CH2:32][CH2:31]4)[C:24]=3[C:23]([CH3:36])=[CH:22]2)(=O)=O)C=CC=CC=1.[C:37]([O:41][C:42]([NH:44][CH2:45][C@H:46]([CH2:50][C:51]1[CH:56]=[CH:55][C:54]([Cl:57])=[CH:53][CH:52]=1)[C:47](O)=[O:48])=[O:43])([CH3:40])([CH3:39])[CH3:38].CN(C(ON1N=NC2C=CC=CC1=2)=[N+](C)C)C.F[P-](F)(F)(F)(F)F.[Li+].[OH-], predict the reaction product. The product is: [C:37]([O:41][C:42](=[O:43])[NH:44][CH2:45][CH:46]([CH2:50][C:51]1[CH:52]=[CH:53][C:54]([Cl:57])=[CH:55][CH:56]=1)[C:47]([N:33]1[CH2:32][CH2:31][N:30]([C:29]2[C:24]3[C:23]([CH3:36])=[CH:22][NH:21][C:25]=3[N:26]=[CH:27][N:28]=2)[CH2:35][CH2:34]1)=[O:48])([CH3:40])([CH3:38])[CH3:39]. (4) Given the reactants [CH3:1][O:2][C:3](=[O:32])[C:4]1[CH:9]=[C:8]([O:10][C:11]2[CH:16]=[CH:15][C:14]([N+:17]([O-])=O)=[C:13]([CH3:20])[CH:12]=2)[CH:7]=[CH:6][C:5]=1[NH:21][S:22]([C:25]1[CH:30]=[CH:29][C:28]([CH3:31])=[CH:27][CH:26]=1)(=[O:24])=[O:23].[H][H], predict the reaction product. The product is: [CH3:1][O:2][C:3](=[O:32])[C:4]1[CH:9]=[C:8]([O:10][C:11]2[CH:16]=[CH:15][C:14]([NH2:17])=[C:13]([CH3:20])[CH:12]=2)[CH:7]=[CH:6][C:5]=1[NH:21][S:22]([C:25]1[CH:26]=[CH:27][C:28]([CH3:31])=[CH:29][CH:30]=1)(=[O:24])=[O:23].